From a dataset of Full USPTO retrosynthesis dataset with 1.9M reactions from patents (1976-2016). Predict the reactants needed to synthesize the given product. (1) The reactants are: C(NC(C)C)(C)C.C([Li])CCC.[C:13]([O:19][CH2:20][CH3:21])(=[O:18])[CH2:14][CH2:15][CH:16]=[CH2:17].[C:22]([Si:26]([O:29][CH2:30][CH2:31][O:32][C:33]1[CH:38]=[CH:37][C:36]([CH2:39]I)=[CH:35][CH:34]=1)([CH3:28])[CH3:27])([CH3:25])([CH3:24])[CH3:23]. Given the product [Si:26]([O:29][CH2:30][CH2:31][O:32][C:33]1[CH:38]=[CH:37][C:36]([CH2:39][CH:14]([CH2:15][CH:16]=[CH2:17])[C:13]([O:19][CH2:20][CH3:21])=[O:18])=[CH:35][CH:34]=1)([C:22]([CH3:25])([CH3:24])[CH3:23])([CH3:28])[CH3:27], predict the reactants needed to synthesize it. (2) Given the product [CH3:18][C:17]([C:19]([O:21][CH2:22][CH2:23][OH:24])=[O:20])=[CH2:16].[CH2:1]1[O:3][CH:2]1[CH2:4][OH:5], predict the reactants needed to synthesize it. The reactants are: [CH2:1]1[O:3][CH:2]1[CH2:4][OH:5].[OH-].[K+].C1(C=CC(O)=CC=1)O.[CH3:16][C:17]([C:19]([O:21][CH2:22][CH2:23][OH:24])=[O:20])=[CH2:18]. (3) Given the product [CH3:34][S:33][C:30]1[N:31]=[CH:32][C:27]([CH2:26][C:9]2[C:18]3[C:13](=[CH:14][CH:15]=[CH:16][CH:17]=3)[N:12]=[C:11]([C:19]([O:21][CH2:22][CH3:23])=[O:20])[CH:10]=2)=[CH:28][N:29]=1, predict the reactants needed to synthesize it. The reactants are: CC1(C)C(C)(C)OB([C:9]2[C:18]3[C:13](=[CH:14][CH:15]=[CH:16][CH:17]=3)[N:12]=[C:11]([C:19]([O:21][CH2:22][CH3:23])=[O:20])[CH:10]=2)O1.Br[CH2:26][C:27]1[CH:28]=[N:29][C:30]([S:33][CH3:34])=[N:31][CH:32]=1.C(=O)([O-])[O-].[Cs+].[Cs+].C1COCC1. (4) Given the product [C:23]([O:27][C:28]([N:30]1[CH2:35][CH2:34][CH:33]([CH:36]([OH:37])[C:2]2[CH:7]=[CH:6][C:5]([O:8][CH3:9])=[CH:4][CH:3]=2)[CH2:32][CH2:31]1)=[O:29])([CH3:26])([CH3:25])[CH3:24], predict the reactants needed to synthesize it. The reactants are: Br[C:2]1[CH:7]=[CH:6][C:5]([O:8][CH3:9])=[CH:4][CH:3]=1.[Li]CCCC.CN(CCN(C)C)C.[C:23]([O:27][C:28]([N:30]1[CH2:35][CH2:34][CH:33]([CH:36]=[O:37])[CH2:32][CH2:31]1)=[O:29])([CH3:26])([CH3:25])[CH3:24]. (5) Given the product [C:23]([O:27][C:28]([N:30]1[CH2:35][CH:34]2[CH:32]([CH2:33]2)[CH:31]1[CH:36]=[O:37])=[O:29])([CH3:26])([CH3:25])[CH3:24], predict the reactants needed to synthesize it. The reactants are: CC(OI1(OC(C)=O)(OC(C)=O)OC(=O)C2C=CC=CC1=2)=O.[C:23]([O:27][C:28]([N:30]1[CH2:35][CH:34]2[CH:32]([CH2:33]2)[CH:31]1[CH2:36][OH:37])=[O:29])([CH3:26])([CH3:25])[CH3:24].C([O-])(O)=O.[Na+].[O-]S([O-])(=S)=O.[Na+].[Na+].